Dataset: Forward reaction prediction with 1.9M reactions from USPTO patents (1976-2016). Task: Predict the product of the given reaction. (1) Given the reactants [C:1]([O:5][C:6](=[O:23])[C:7]([S:10][C:11]1[CH:12]=[C:13]2[C:17](=[CH:18][CH:19]=1)[CH2:16][CH:15]([NH:20][CH2:21][CH3:22])[CH2:14]2)([CH3:9])[CH3:8])([CH3:4])([CH3:3])[CH3:2].[F:24][C:25]([F:37])([F:36])[O:26][C:27]1[CH:32]=[CH:31][C:30]([N:33]=[C:34]=[O:35])=[CH:29][CH:28]=1, predict the reaction product. The product is: [C:1]([O:5][C:6](=[O:23])[C:7]([S:10][C:11]1[CH:12]=[C:13]2[C:17](=[CH:18][CH:19]=1)[CH2:16][CH:15]([N:20]([CH2:21][CH3:22])[C:34]([NH:33][C:30]1[CH:31]=[CH:32][C:27]([O:26][C:25]([F:24])([F:36])[F:37])=[CH:28][CH:29]=1)=[O:35])[CH2:14]2)([CH3:9])[CH3:8])([CH3:2])([CH3:3])[CH3:4]. (2) Given the reactants [Cl:1][C:2]1[N:11]=[C:10](Cl)[C:9]2[C:4](=[C:5]3[CH:15]=[CH:14][N:13]([CH3:16])[C:6]3=[CH:7][CH:8]=2)[N:3]=1.[NH:17]1[CH2:22][CH2:21][O:20][CH2:19][CH2:18]1.C(N(CC)CC)C, predict the reaction product. The product is: [CH3:16][N:13]1[C:6]2=[CH:7][CH:8]=[C:9]3[C:4]([N:3]=[C:2]([Cl:1])[N:11]=[C:10]3[N:17]3[CH2:22][CH2:21][O:20][CH2:19][CH2:18]3)=[C:5]2[CH:15]=[CH:14]1. (3) Given the reactants C(OC([N:8]1[CH2:13][CH2:12][C:11]([C:16]2[CH:21]=[CH:20][CH:19]=[CH:18][C:17]=2[Cl:22])([C:14]#[N:15])[CH2:10][CH2:9]1)=O)(C)(C)C, predict the reaction product. The product is: [ClH:22].[Cl:22][C:17]1[CH:18]=[CH:19][CH:20]=[CH:21][C:16]=1[C:11]1([C:14]#[N:15])[CH2:10][CH2:9][NH:8][CH2:13][CH2:12]1.